This data is from Reaction yield outcomes from USPTO patents with 853,638 reactions. The task is: Predict the reaction yield, written as a fraction of the theoretical maximum amount of product (1.0 means a 100% yield; for example, 0.34 means a 34% yield). (1) The reactants are [CH3:1][C:2]1[S:3][CH:4]=[CH:5][CH:6]=1.C([Li])CCC.[B:12](OCC)([O:16]CC)[O:13]CC. No catalyst specified. The product is [CH3:1][C:2]1[S:3][C:4]([B:12]([OH:16])[OH:13])=[CH:5][CH:6]=1. The yield is 0.850. (2) The reactants are [C:1]([C@@H:3]1[CH2:7][CH2:6][CH2:5][N:4]1[C:8](=[O:22])[CH2:9][NH:10][C@H:11]1[CH2:16][CH2:15][C@H:14]([C:17]([N:19]([CH3:21])[CH3:20])=[O:18])[CH2:13][CH2:12]1)#[N:2].[C:23]1([S:29]([OH:32])(=[O:31])=[O:30])[CH:28]=[CH:27][CH:26]=[CH:25][CH:24]=1. The catalyst is C(OC)(=O)C. The product is [S:29]([C:23]1[CH:28]=[CH:27][CH:26]=[CH:25][CH:24]=1)([OH:32])(=[O:31])=[O:30].[C:1]([C@@H:3]1[CH2:7][CH2:6][CH2:5][N:4]1[C:8](=[O:22])[CH2:9][NH:10][C@H:11]1[CH2:12][CH2:13][C@H:14]([C:17]([N:19]([CH3:20])[CH3:21])=[O:18])[CH2:15][CH2:16]1)#[N:2]. The yield is 0.650. (3) The reactants are [CH3:1][CH:2]1[CH2:7][C:6](=[O:8])[CH:5]=[C:4]([C:9]2[CH:14]=[CH:13][N:12]=[CH:11][C:10]=2[N+:15]([O-:17])=[O:16])[CH2:3]1.[BH4-].[Na+]. The catalyst is CCO. The product is [CH3:1][C@@H:2]1[CH2:7][C@H:6]([OH:8])[CH:5]=[C:4]([C:9]2[CH:14]=[CH:13][N:12]=[CH:11][C:10]=2[N+:15]([O-:17])=[O:16])[CH2:3]1. The yield is 0.940. (4) The reactants are [N:1]1[CH:6]=[CH:5][CH:4]=[CH:3][C:2]=1[CH2:7][CH2:8][NH:9][S:10]([NH:13]C(=O)OCC1C=CC=CC=1)(=[O:12])=[O:11]. The catalyst is C(O)C.[C].[Pd]. The product is [N:1]1[CH:6]=[CH:5][CH:4]=[CH:3][C:2]=1[CH2:7][CH2:8][NH:9][S:10]([NH2:13])(=[O:12])=[O:11]. The yield is 0.530. (5) The reactants are [NH:1]1[CH:5]=[C:4]([C:6]2[C:7]3[CH:14]=[CH:13][N:12]([CH2:15][O:16][CH2:17][CH2:18][Si:19]([CH3:22])([CH3:21])[CH3:20])[C:8]=3[N:9]=[CH:10][N:11]=2)[CH:3]=[N:2]1.C(#N)C.[N:26]12CCCN=C1C[CH2:30][CH2:29][CH2:28][CH2:27]2. The catalyst is C(#N)C=CC. The product is [CH3:20][Si:19]([CH3:22])([CH3:21])[CH2:18][CH2:17][O:16][CH2:15][N:12]1[C:8]2[N:9]=[CH:10][N:11]=[C:6]([C:4]3[CH:5]=[N:1][N:2]([CH:29]([CH3:30])[CH2:28][C:27]#[N:26])[CH:3]=3)[C:7]=2[CH:14]=[CH:13]1. The yield is 0.975.